From a dataset of Forward reaction prediction with 1.9M reactions from USPTO patents (1976-2016). Predict the product of the given reaction. (1) Given the reactants [CH3:1][N:2]([CH3:34])[S:3]([C:6]1[CH:33]=[CH:32][C:9]([O:10][C:11]2[CH:12]=[C:13]([CH:23]=[C:24]([O:26][C@@H:27]([CH3:31])[CH2:28][O:29]C)[CH:25]=2)[C:14]([NH:16][C:17]2[CH:21]=[CH:20][N:19]([CH3:22])[N:18]=2)=[O:15])=[CH:8][CH:7]=1)(=[O:5])=[O:4].I[Si](C)(C)C.C(=O)([O-])O.[Na+], predict the reaction product. The product is: [CH3:34][N:2]([CH3:1])[S:3]([C:6]1[CH:7]=[CH:8][C:9]([O:10][C:11]2[CH:12]=[C:13]([CH:23]=[C:24]([O:26][C@@H:27]([CH3:31])[CH2:28][OH:29])[CH:25]=2)[C:14]([NH:16][C:17]2[CH:21]=[CH:20][N:19]([CH3:22])[N:18]=2)=[O:15])=[CH:32][CH:33]=1)(=[O:4])=[O:5]. (2) Given the reactants [NH:1]1[CH:5]=[C:4]([NH2:6])[CH:3]=[N:2]1.[Br:7][C:8]1[CH:9]=[CH:10][C:11]([O:17][CH2:18][C:19]2[CH:24]=[CH:23][CH:22]=[CH:21][CH:20]=2)=[C:12]([CH:16]=1)[C:13](O)=[O:14].C(Cl)CCl.C1C=CC2N(O)N=NC=2C=1, predict the reaction product. The product is: [Br:7][C:8]1[CH:9]=[CH:10][C:11]([O:17][CH2:18][C:19]2[CH:20]=[CH:21][CH:22]=[CH:23][CH:24]=2)=[C:12]([CH:16]=1)[C:13]([NH:6][C:4]1[CH:5]=[N:1][NH:2][CH:3]=1)=[O:14]. (3) Given the reactants [Cl:1][C:2]1[CH:7]=[CH:6][C:5]([N:8]2[C:12]([C:13]3[CH:18]=[CH:17][CH:16]=[C:15]([F:19])[CH:14]=3)=[CH:11][C:10]([C:20]([OH:22])=O)=[N:9]2)=[CH:4][CH:3]=1.ClC1C=C(N2C(C3C=C(F)C=C(Cl)C=3)=CC(C([N:46]3[CH2:50][C:49](=[O:51])[NH:48][CH2:47]3)=O)=N2)C=CC=1F, predict the reaction product. The product is: [Cl:1][C:2]1[CH:3]=[CH:4][C:5]([N:8]2[C:12]([C:13]3[CH:18]=[CH:17][CH:16]=[C:15]([F:19])[CH:14]=3)=[CH:11][C:10]([C:20]([N:46]3[CH2:50][C:49](=[O:51])[NH:48][CH2:47]3)=[O:22])=[N:9]2)=[CH:6][CH:7]=1. (4) Given the reactants [O:1]1[C:5]2[CH:6]=[CH:7][C:8]([CH2:10][N:11]3[C:20](=[O:21])[C:19]4[C:14](=[CH:15][CH:16]=[C:17]([C:22](O)=[O:23])[CH:18]=4)[NH:13][C:12]3=[O:25])=[CH:9][C:4]=2[O:3][CH2:2]1.[CH2:26]([NH2:36])[C:27]1[CH:35]=[CH:34][C:33]2[O:32][CH2:31][O:30][C:29]=2[CH:28]=1.C(Cl)Cl.CO, predict the reaction product. The product is: [O:32]1[C:33]2[CH:34]=[CH:35][C:27]([CH2:26][NH:36][C:22]([C:17]3[CH:18]=[C:19]4[C:14](=[CH:15][CH:16]=3)[NH:13][C:12](=[O:25])[N:11]([CH2:10][C:8]3[CH:7]=[CH:6][C:5]5[O:1][CH2:2][O:3][C:4]=5[CH:9]=3)[C:20]4=[O:21])=[O:23])=[CH:28][C:29]=2[O:30][CH2:31]1. (5) Given the reactants C([O:5][C:6]([C:8]1[C:12]2[CH2:13][C:14]([O:16]CC)=[CH:15][C:11]=2[N:10]([S:19]([C:22]2[CH:27]=[CH:26][C:25]([CH3:28])=[CH:24][CH:23]=2)(=[O:21])=[O:20])[N:9]=1)=[O:7])(C)(C)C.FC(F)(F)C(O)=O, predict the reaction product. The product is: [O:16]=[C:14]1[CH2:13][C:12]2[C:8]([C:6]([OH:7])=[O:5])=[N:9][N:10]([S:19]([C:22]3[CH:23]=[CH:24][C:25]([CH3:28])=[CH:26][CH:27]=3)(=[O:21])=[O:20])[C:11]=2[CH2:15]1.